From a dataset of Forward reaction prediction with 1.9M reactions from USPTO patents (1976-2016). Predict the product of the given reaction. (1) Given the reactants [CH3:1][C:2]1[C:7]2[O:8][CH2:9][CH2:10][O:11][C:6]=2[CH:5]=[C:4]([CH2:12][C:13](=[O:17])[C:14]([OH:16])=[O:15])[CH:3]=1.C(N(CC)CC)C, predict the reaction product. The product is: [OH:17][C@H:13]([CH2:12][C:4]1[CH:3]=[C:2]([CH3:1])[C:7]2[O:8][CH2:9][CH2:10][O:11][C:6]=2[CH:5]=1)[C:14]([OH:16])=[O:15]. (2) The product is: [C:1]([C:3]1[CH:8]=[CH:7][C:6]([F:10])=[CH:5][N:4]=1)#[N:2]. Given the reactants [C:1]([C:3]1[CH:8]=[CH:7][C:6](Cl)=[CH:5][N:4]=1)#[N:2].[F-:10].[K+], predict the reaction product. (3) Given the reactants [CH:1]1([C:7]2[S:18][C:10]3[N:11]=[C:12]([CH3:17])[N:13]=[C:14]([CH2:15]O)[C:9]=3[CH:8]=2)[CH2:6][CH2:5][CH2:4][CH2:3][CH2:2]1.C(Cl)[Cl:20].S(Cl)(Cl)=O, predict the reaction product. The product is: [Cl:20][CH2:15][C:14]1[C:9]2[CH:8]=[C:7]([CH:1]3[CH2:6][CH2:5][CH2:4][CH2:3][CH2:2]3)[S:18][C:10]=2[N:11]=[C:12]([CH3:17])[N:13]=1. (4) Given the reactants [C:1]([N:8]([CH2:19][CH2:20][CH2:21][CH2:22][NH:23][C:24]([C:26]1[N:27]([CH:47]([CH3:49])[CH3:48])[C:28]([C:41]2[CH:46]=[CH:45][CH:44]=[CH:43][CH:42]=2)=[C:29]([C:35]2[CH:40]=[CH:39][CH:38]=[CH:37][CH:36]=2)[C:30]=1[C:31]([O:33]C)=[O:32])=[O:25])[C:9]([NH:11]C(OC(C)(C)C)=O)=[NH:10])([O:3][C:4]([CH3:7])([CH3:6])[CH3:5])=[O:2].[OH-].[Na+], predict the reaction product. The product is: [C:1]([N:8]([CH2:19][CH2:20][CH2:21][CH2:22][NH:23][C:24]([C:26]1[N:27]([CH:47]([CH3:49])[CH3:48])[C:28]([C:41]2[CH:42]=[CH:43][CH:44]=[CH:45][CH:46]=2)=[C:29]([C:35]2[CH:40]=[CH:39][CH:38]=[CH:37][CH:36]=2)[C:30]=1[C:31]([OH:33])=[O:32])=[O:25])[C:9]([NH2:11])=[NH:10])([O:3][C:4]([CH3:5])([CH3:7])[CH3:6])=[O:2]. (5) Given the reactants [C:1]([O:5][C:6]([N:8]([CH2:16][C:17]1[C:22]([O:23][C:24]([F:27])([F:26])[F:25])=[CH:21][N:20]=[C:19](Cl)[CH:18]=1)[C:9](=[O:15])[O:10][C:11]([CH3:14])([CH3:13])[CH3:12])=[O:7])([CH3:4])([CH3:3])[CH3:2].CC1(C)OB([C:35]2[CH:36]=[N:37][C:38]([C:41]([F:44])([F:43])[F:42])=[N:39][CH:40]=2)OC1(C)C.C(=O)([O-])[O-].[K+].[K+], predict the reaction product. The product is: [C:1]([O:5][C:6]([N:8]([CH2:16][C:17]1[C:22]([O:23][C:24]([F:27])([F:26])[F:25])=[CH:21][N:20]=[C:19]([C:35]2[CH:36]=[N:37][C:38]([C:41]([F:44])([F:43])[F:42])=[N:39][CH:40]=2)[CH:18]=1)[C:9](=[O:15])[O:10][C:11]([CH3:14])([CH3:13])[CH3:12])=[O:7])([CH3:4])([CH3:3])[CH3:2].